This data is from Experimentally validated miRNA-target interactions with 360,000+ pairs, plus equal number of negative samples. The task is: Binary Classification. Given a miRNA mature sequence and a target amino acid sequence, predict their likelihood of interaction. (1) The miRNA is hsa-miR-542-5p with sequence UCGGGGAUCAUCAUGUCACGAGA. The protein sequence of the target gene is MSSAVLVTLLPDPSSSFREDAPRPPVPGEEGETPPCQPSVGKVQSTKPMPVSSNARRNEDGLGEPEGRASPDSPLTRWTKSLHSLLGDQDGAYLFRTFLEREKCVDTLDFWFACNGFRQMNLKDTKTLRVAKAIYKRYIENNSVVSKQLKPATKTYIRDGIKKQQIGSVMFDQAQTEIQAVMEENAYQVFLTSDIYLEYVRSGGENTAYMSNGGLGSLKVLCGYLPTLNEEEEWTCADLKCKLSPTVVGLSSKTLRATASVRSTETAENGFRSFKRSDPVNPYHVGSGYVFAPATSANDS.... Result: 0 (no interaction). (2) The miRNA is mmu-miR-101c with sequence ACAGUACUGUGAUAACUGA. The protein sequence of the target gene is MAAPRDNVTLLFKLYCLAVMTLMAAVYTIALRYTRTSDKELYFSTTAVCITEVIKLLLSVGILAKETGSLGRFKASLRENVLGSPKELLKLSVPSLVYAVQNNMAFLALSNLDAAVYQVTYQLKIPCTALCTVLMLNRTLSKLQWVSVFMLCAGVTLVQWKPAQATKVVVEQNPLLGFGAIAIAVLCSGFAGVYFEKVLKSSDTSLWVRNIQMYLSGIIVTLAGVYLSDGAEIKEKGFFYGYTYYVWFVIFLASVGGLYTSVVVKYTDNIMKGFSAAAAIVLSTIASVMLFGLQITLTFA.... Result: 0 (no interaction). (3) The miRNA is hsa-miR-759 with sequence GCAGAGUGCAAACAAUUUUGAC. The protein sequence of the target gene is MAEPDYIEDDNPELIRPQKLINPVKTSRNHQDLHRELLMNQKRGLAPQNKPELQKVMEKRKRDQVIKQKEEEAQKKKSDLEIELLKRQQKLEQLELEKQKLQEEQENAPEFVKVKGNLRRTGQEVAQAQES. Result: 1 (interaction). (4) The miRNA is hsa-miR-4673 with sequence UCCAGGCAGGAGCCGGACUGGA. The protein sequence of the target gene is MALKAEGAALDCFEVTLKCEEGEDEEEAMVVAVIPRPEPMLRVTQQEKTPPPRPSPLEAGSDGCEEPKQQVSWEQEFLVGSSPGGSGRALCMVCGAEIRAPSADTARSHILEQHPHTLDLSPSEKSNILEAWSEGVALLQDVRAEQPSPPNSDSGQDAHPDPDANPDAARMPAEIVVLLDSEDNPSLPKRSRPRGLRPLELPAVPATEPGNKKPRGQRWKEPPGEEPVRKKRGRPMTKNLDPDPEPPSPDSPTETFAAPAEVRHFTDGSFPAGFVLQLFSHTQLRGPDSKDSPKDREVAE.... Result: 1 (interaction). (5) The miRNA is hsa-miR-4695-5p with sequence CAGGAGGCAGUGGGCGAGCAGG. The protein sequence of the target gene is MESRVLLRTFCLIFGLGAVWGLGVDPSLQIDVLTELELGESTTGVRQVPGLHNGTKAFLFQDTPRSIKASTATAEQFFQKLRNKHEFTILVTLKQTHLNSGVILSIHHLDHRYLELESSGHRNEVRLHYRSGSHRPHTEVFPYILADDKWHKLSLAISASHLILHIDCNKIYERVVEKPSTDLPLGTTFWLGQRNNAHGYFKGIMQDVQLLVMPQGFIAQCPDLNRTCPTCNDFHGLVQKIMELQDILAKTSAKLSRAEQRMNRLDQCYCERTCTMKGTTYREFESWIDGCKNCTCLNGT.... Result: 1 (interaction).